From a dataset of Reaction yield outcomes from USPTO patents with 853,638 reactions. Predict the reaction yield, written as a fraction of the theoretical maximum amount of product (1.0 means a 100% yield; for example, 0.34 means a 34% yield). (1) The reactants are C([Sn]([N:14]=[N+:15]=[N-:16])(CCCC)CCCC)CCC.[Cl:17][C:18]1[CH:23]=[CH:22][C:21]([C:24]#[C:25][C:26]2[CH:31]=[CH:30][CH:29]=[CH:28][CH:27]=2)=[CH:20][CH:19]=1. No catalyst specified. The product is [Cl:17][C:18]1[CH:19]=[CH:20][C:21]([C:24]2[NH:14][NH:15][NH:16][C:25]=2[C:26]2[CH:27]=[CH:28][CH:29]=[CH:30][CH:31]=2)=[CH:22][CH:23]=1. The yield is 0.540. (2) The reactants are [CH3:1][O:2][C:3]1[CH:8]=[CH:7][CH:6]=[CH:5][C:4]=1[NH:9][C:10](=[O:16])[O:11][C:12]([CH3:15])([CH3:14])[CH3:13].C([Li])(C)(C)C.[I:22]I.[O-]S([O-])(=S)=O.[Na+].[Na+]. The catalyst is CCOCC. The yield is 0.580. The product is [I:22][C:5]1[CH:6]=[CH:7][CH:8]=[C:3]([O:2][CH3:1])[C:4]=1[NH:9][C:10](=[O:16])[O:11][C:12]([CH3:13])([CH3:15])[CH3:14].